From a dataset of Full USPTO retrosynthesis dataset with 1.9M reactions from patents (1976-2016). Predict the reactants needed to synthesize the given product. (1) Given the product [C:1]([C:5]1[CH:6]=[C:7]([CH:8]([OH:9])[C:16]#[CH:17])[CH:10]=[CH:11][C:12]=1[N:13]([CH3:15])[CH3:14])([CH3:4])([CH3:2])[CH3:3], predict the reactants needed to synthesize it. The reactants are: [C:1]([C:5]1[CH:6]=[C:7]([CH:10]=[CH:11][C:12]=1[N:13]([CH3:15])[CH3:14])[CH:8]=[O:9])([CH3:4])([CH3:3])[CH3:2].[C:16]([Mg]Br)#[CH:17]. (2) Given the product [CH3:12][C:2]([C:3]1[CH:4]=[N:13][C:14]2[C:15]([C:24]=1[C:26]1[CH:31]=[CH:30][CH:29]=[CH:28][CH:27]=1)=[CH:16][CH:17]=[CH:18][C:19]=2[C:20]([F:23])([F:22])[F:21])([C:6]1[CH:11]=[CH:10][CH:9]=[CH:8][CH:7]=1)[CH3:1], predict the reactants needed to synthesize it. The reactants are: [CH3:1][C:2]([CH3:12])([C:6]1[CH:11]=[CH:10][CH:9]=[CH:8][CH:7]=1)[CH2:3][CH:4]=O.[NH2:13][C:14]1[C:19]([C:20]([F:23])([F:22])[F:21])=[CH:18][CH:17]=[CH:16][C:15]=1[C:24]([C:26]1[CH:31]=[CH:30][CH:29]=[CH:28][CH:27]=1)=O.C(=O)(O)[O-].[Na+]. (3) Given the product [CH3:51][C@@H:52]1[CH2:56][CH2:55][CH2:54][N:53]1[CH:29]1[CH2:28][CH2:27][N:26]([CH2:25][C:9]2[C:10]([C:15]3[CH:20]=[CH:19][CH:18]=[C:17]([C:21]([F:23])([F:24])[F:22])[CH:16]=3)=[N:11][C:12]3[C:7]([C:8]=2[C:33]([NH:35][C@H:36]([C:41]2[CH:46]=[CH:45][CH:44]=[CH:43][CH:42]=2)[C:37]([F:40])([F:39])[F:38])=[O:34])=[CH:6][C:5]([S:2]([CH3:1])(=[O:4])=[O:3])=[CH:14][CH:13]=3)[CH2:31][CH2:30]1, predict the reactants needed to synthesize it. The reactants are: [CH3:1][S:2]([C:5]1[CH:6]=[C:7]2[C:12](=[CH:13][CH:14]=1)[N:11]=[C:10]([C:15]1[CH:20]=[CH:19][CH:18]=[C:17]([C:21]([F:24])([F:23])[F:22])[CH:16]=1)[C:9]([CH2:25][N:26]1[CH2:31][CH2:30][C:29](=O)[CH2:28][CH2:27]1)=[C:8]2[C:33]([NH:35][C@H:36]([C:41]1[CH:46]=[CH:45][CH:44]=[CH:43][CH:42]=1)[C:37]([F:40])([F:39])[F:38])=[O:34])(=[O:4])=[O:3].C(O)(=O)C.[CH3:51][C@H:52]1[CH2:56][CH2:55][CH2:54][NH:53]1.C(O[BH-](OC(=O)C)OC(=O)C)(=O)C.[Na+]. (4) Given the product [C:15]([NH:19][C:2]1[C:11]2[C:6](=[C:7]([N+:12]([O-:14])=[O:13])[CH:8]=[CH:9][CH:10]=2)[N:5]=[CH:4][N:3]=1)([CH3:18])([CH3:17])[CH3:16], predict the reactants needed to synthesize it. The reactants are: Cl[C:2]1[C:11]2[C:6](=[C:7]([N+:12]([O-:14])=[O:13])[CH:8]=[CH:9][CH:10]=2)[N:5]=[CH:4][N:3]=1.[C:15]([NH2:19])([CH3:18])([CH3:17])[CH3:16]. (5) The reactants are: [Br:1][C:2]1[CH:16]=[CH:15][C:5]([N:6]([CH2:8][CH2:9][CH2:10][CH2:11][C:12]([OH:14])=[O:13])[CH3:7])=[C:4]([CH:17]=[O:18])[CH:3]=1.[C:19](=O)([O-])[O-].[K+].[K+].CI.CN(C=O)C.C(OCC)(=O)C. Given the product [CH3:19][O:13][C:12](=[O:14])[CH2:11][CH2:10][CH2:9][CH2:8][N:6]([CH3:7])[C:5]1[CH:15]=[CH:16][C:2]([Br:1])=[CH:3][C:4]=1[CH:17]=[O:18], predict the reactants needed to synthesize it. (6) Given the product [CH2:17]([N:11]1[CH:10]=[CH:9][C:8]2[CH:7]=[N:6][C:5]([C:3]([NH:24][CH2:25][CH2:26][C:27]([OH:29])=[O:28])=[O:4])=[C:14]([OH:15])[C:13]=2[C:12]1=[O:16])[C:18]1[CH:19]=[CH:20][CH:21]=[CH:22][CH:23]=1, predict the reactants needed to synthesize it. The reactants are: CO[C:3]([C:5]1[N:6]=[CH:7][C:8]2[CH:9]=[CH:10][N:11]([CH2:17][C:18]3[CH:23]=[CH:22][CH:21]=[CH:20][CH:19]=3)[C:12](=[O:16])[C:13]=2[C:14]=1[OH:15])=[O:4].[NH2:24][CH2:25][CH2:26][C:27]([OH:29])=[O:28].C[O-].[Na+]. (7) Given the product [F:1][C:2]1[CH:7]=[CH:6][CH:5]=[CH:4][C:3]=1[C:8]1[N:9]([S:17]([C:20]2[CH:21]=[N:22][CH:23]=[CH:24][CH:25]=2)(=[O:19])=[O:18])[CH:10]=[C:11]2[CH:15]([NH:29][CH:26]([CH3:28])[CH3:27])[CH2:14][CH2:13][C:12]=12, predict the reactants needed to synthesize it. The reactants are: [F:1][C:2]1[CH:7]=[CH:6][CH:5]=[CH:4][C:3]=1[C:8]1[N:9]([S:17]([C:20]2[CH:21]=[N:22][CH:23]=[CH:24][CH:25]=2)(=[O:19])=[O:18])[CH:10]=[C:11]2[C:15](=O)[CH2:14][CH2:13][C:12]=12.[CH:26]([NH2:29])([CH3:28])[CH3:27].[BH4-].[Na+]. (8) Given the product [CH3:1][O:2][C:3]1[CH:4]=[C:5]([CH:9]2[CH2:13][O:12][C:11](=[O:14])[CH2:10]2)[CH:6]=[CH:7][CH:8]=1, predict the reactants needed to synthesize it. The reactants are: [CH3:1][O:2][C:3]1[CH:4]=[C:5]([C:9]2[CH2:13][O:12][C:11](=[O:14])[CH:10]=2)[CH:6]=[CH:7][CH:8]=1. (9) Given the product [C:17]([C:14]1[CH:15]=[CH:16][C:8]([CH:2]([OH:1])[CH2:3][N:4]([CH2:5][CH2:6][OH:7])[C:38](=[O:39])[O:40][C:41]([CH3:44])([CH3:43])[CH3:42])=[C:9]2[C:13]=1[N:12]([S:19]([C:22]1[CH:23]=[CH:24][C:25]([CH3:26])=[CH:27][CH:28]=1)(=[O:21])=[O:20])[CH:11]=[CH:10]2)#[N:18], predict the reactants needed to synthesize it. The reactants are: [OH:1][CH:2]([C:8]1[CH:16]=[CH:15][C:14]([C:17]#[N:18])=[C:13]2[C:9]=1[CH:10]=[CH:11][N:12]2[S:19]([C:22]1[CH:28]=[CH:27][C:25]([CH3:26])=[CH:24][CH:23]=1)(=[O:21])=[O:20])[CH2:3][NH:4][CH2:5][CH2:6][OH:7].CCN(C(C)C)C(C)C.[C:38](O[C:38]([O:40][C:41]([CH3:44])([CH3:43])[CH3:42])=[O:39])([O:40][C:41]([CH3:44])([CH3:43])[CH3:42])=[O:39].C1COCC1.